This data is from Reaction yield outcomes from USPTO patents with 853,638 reactions. The task is: Predict the reaction yield, written as a fraction of the theoretical maximum amount of product (1.0 means a 100% yield; for example, 0.34 means a 34% yield). (1) The reactants are [Cl:1][C:2]1[CH:3]=[C:4]([C:10]2[C:14]3[CH:15]=[C:16]([C:19]4[O:23][C:22]([NH2:24])=[N:21][N:20]=4)[CH:17]=[CH:18][C:13]=3[O:12][CH:11]=2)[CH:5]=[CH:6][C:7]=1[S:8][CH3:9].CN(C)C=[O:28]. No catalyst specified. The product is [Cl:1][C:2]1[CH:3]=[C:4]([C:10]2[C:14]3[CH:15]=[C:16]([C:19]4[O:23][C:22]([NH2:24])=[N:21][N:20]=4)[CH:17]=[CH:18][C:13]=3[O:12][CH:11]=2)[CH:5]=[CH:6][C:7]=1[S:8]([CH3:9])=[O:28]. The yield is 0.840. (2) The reactants are [S:1]1[C:5]([C:6](=O)[CH3:7])=[CH:4][N:3]=[CH:2]1.[Br:9][C:10]1[CH:11]=[CH:12][C:13]([N+:18]([O-])=O)=[C:14]([CH:17]=1)[CH:15]=O.[OH-].[K+]. The catalyst is CCO. The product is [Br:9][C:10]1[CH:17]=[C:14]2[C:13](=[CH:12][CH:11]=1)[N:18]=[C:6]([C:5]1[S:1][CH:2]=[N:3][CH:4]=1)[CH:7]=[CH:15]2. The yield is 0.430. (3) The reactants are [CH:1]#[C:2][CH2:3][NH:4][C@H:5]1[C:13]2[C:8](=[CH:9][CH:10]=[CH:11][CH:12]=2)[CH2:7][CH2:6]1.[CH:1]#[C:2][CH2:3][NH:4][C@H:5]1[C:13]2[C:8](=[CH:9][CH:10]=[CH:11][CH:12]=2)[CH2:7][CH2:6]1.[C@H](O)(C(O)=O)[C@@H](O)C(O)=O.O.[OH-].[Na+].[CH3:40][S:41]([OH:44])(=[O:43])=[O:42]. The catalyst is C(O)(C)C. The product is [CH3:40][S:41]([OH:44])(=[O:43])=[O:42].[CH:1]#[C:2][CH2:3][NH:4][C@H:5]1[C:13]2[CH:12]=[CH:11][CH:10]=[CH:9][C:8]=2[CH2:7][CH2:6]1. The yield is 0.830. (4) The reactants are [CH3:1][O:2][C:3]([C:5]1[C:10]([Cl:11])=[C:9]([NH:12][CH2:13][C:14]2[O:15][CH:16]=[CH:17][CH:18]=2)[CH:8]=[C:7](Cl)[N:6]=1)=[O:4].[Cl:20][C:21]1[CH:26]=[CH:25][C:24](B2OCCCO2)=[C:23]([F:33])[C:22]=1[O:34][CH3:35].[F-].[Cs+].C(COC)OC. The catalyst is O. The product is [CH3:1][O:2][C:3]([C:5]1[C:10]([Cl:11])=[C:9]([NH:12][CH2:13][C:14]2[O:15][CH:16]=[CH:17][CH:18]=2)[CH:8]=[C:7]([C:24]2[CH:25]=[CH:26][C:21]([Cl:20])=[C:22]([O:34][CH3:35])[C:23]=2[F:33])[N:6]=1)=[O:4]. The yield is 0.500. (5) The reactants are Br[C:2]1[CH:7]=[CH:6][C:5]([S:8]([NH:11][CH2:12][CH:13]2[CH2:15][CH2:14]2)(=[O:10])=[O:9])=[C:4]([O:16][C:17]([F:20])([F:19])[F:18])[CH:3]=1.[C:21]([C:23]1[N:27]([CH3:28])[C:26](B(O)O)=[CH:25][CH:24]=1)#[N:22].[F-].[K+].C(P(C(C)(C)C)C(C)(C)C)(C)(C)C. The catalyst is C1C=CC(/C=C/C(/C=C/C2C=CC=CC=2)=O)=CC=1.C1C=CC(/C=C/C(/C=C/C2C=CC=CC=2)=O)=CC=1.C1C=CC(/C=C/C(/C=C/C2C=CC=CC=2)=O)=CC=1.[Pd].[Pd]. The product is [C:21]([C:23]1[N:27]([CH3:28])[C:26]([C:2]2[CH:7]=[CH:6][C:5]([S:8]([NH:11][CH2:12][CH:13]3[CH2:15][CH2:14]3)(=[O:10])=[O:9])=[C:4]([O:16][C:17]([F:20])([F:19])[F:18])[CH:3]=2)=[CH:25][CH:24]=1)#[N:22]. The yield is 0.240.